From a dataset of Reaction yield outcomes from USPTO patents with 853,638 reactions. Predict the reaction yield, written as a fraction of the theoretical maximum amount of product (1.0 means a 100% yield; for example, 0.34 means a 34% yield). (1) The reactants are [F:1][C:2]1([CH2:18]OS(C)(=O)=O)[CH2:7][CH2:6][N:5]([C:8]([O:10][CH2:11][C:12]2[CH:17]=[CH:16][CH:15]=[CH:14][CH:13]=2)=[O:9])[CH2:4][CH2:3]1.[N-:24]=[N+:25]=[N-:26].[Na+]. The catalyst is CN(C=O)C. The product is [N:24]([CH2:18][C:2]1([F:1])[CH2:7][CH2:6][N:5]([C:8]([O:10][CH2:11][C:12]2[CH:17]=[CH:16][CH:15]=[CH:14][CH:13]=2)=[O:9])[CH2:4][CH2:3]1)=[N+:25]=[N-:26]. The yield is 0.800. (2) The reactants are [Cl:1][C:2]1[S:27][C:5]2[N:6]=[CH:7][N:8]=[C:9]([NH:10][CH:11]3[CH2:16][CH2:15][N:14]([CH2:17][C:18]4[CH:19]=[C:20]([CH:24]=[CH:25][CH:26]=4)[C:21]([OH:23])=O)[CH2:13][CH2:12]3)[C:4]=2[CH:3]=1.Cl.CN.C[CH2:32][N:33](C(C)C)C(C)C. The catalyst is S(Cl)(Cl)=O.C(Cl)Cl. The product is [Cl:1][C:2]1[S:27][C:5]2[N:6]=[CH:7][N:8]=[C:9]([NH:10][CH:11]3[CH2:12][CH2:13][N:14]([CH2:17][C:18]4[CH:19]=[C:20]([CH:24]=[CH:25][CH:26]=4)[C:21]([NH:33][CH3:32])=[O:23])[CH2:15][CH2:16]3)[C:4]=2[CH:3]=1. The yield is 0.480. (3) The reactants are [Cl:1][C:2]1[CH:27]=[CH:26][CH:25]=[CH:24][C:3]=1[C:4]([NH:6][C:7](=[O:23])[NH:8][C:9]1[S:10][C:11]2[CH:17]=[C:16]([S:18]([CH:21]=[CH2:22])(=[O:20])=[O:19])[CH:15]=[CH:14][C:12]=2[N:13]=1)=[O:5].[OH:28][CH:29]1[CH2:33][CH2:32][NH:31][CH2:30]1. The catalyst is C1COCC1. The product is [Cl:1][C:2]1[CH:27]=[CH:26][CH:25]=[CH:24][C:3]=1[C:4]([NH:6][C:7](=[O:23])[NH:8][C:9]1[S:10][C:11]2[CH:17]=[C:16]([S:18]([CH2:21][CH2:22][N:31]3[CH2:32][CH2:33][CH:29]([OH:28])[CH2:30]3)(=[O:20])=[O:19])[CH:15]=[CH:14][C:12]=2[N:13]=1)=[O:5]. The yield is 0.330. (4) The reactants are [OH:1][CH2:2][C@@H:3]([NH:8][C:9](=[O:15])[O:10][C:11]([CH3:14])([CH3:13])[CH3:12])[CH2:4][CH:5]([CH3:7])[CH3:6].Cl[C:17]1[CH:18]=[CH:19][C:20]2[C:30]3[C:25](=[CH:26][N:27]=[C:28]([NH:31][C:32](=[O:34])[CH3:33])[CH:29]=3)[CH:24]([CH3:35])[O:23][C:21]=2[CH:22]=1. No catalyst specified. The product is [C:32]([NH:31][C:28]1[CH:29]=[C:30]2[C:20]3[CH:19]=[CH:18][C:17]([O:1][CH2:2][C@@H:3]([NH:8][C:9](=[O:15])[O:10][C:11]([CH3:13])([CH3:12])[CH3:14])[CH2:4][CH:5]([CH3:7])[CH3:6])=[CH:22][C:21]=3[O:23][CH:24]([CH3:35])[C:25]2=[CH:26][N:27]=1)(=[O:34])[CH3:33]. The yield is 0.330. (5) The reactants are [F:1][C:2]1[C:7]([NH:8][CH2:9][C:10]2[CH:15]=[C:14]([CH3:16])[CH:13]=[C:12]([C:17]3[CH:22]=[CH:21][CH:20]=[C:19]([F:23])[CH:18]=3)[C:11]=2[F:24])=[C:6]([F:25])[CH:5]=[CH:4][C:3]=1[OH:26].C([O-])([O-])=O.[Na+].[Na+].Br[CH2:34][C:35]([O:37][CH2:38][CH3:39])=[O:36].C([O-])([O-])=O.[Cs+].[Cs+]. The catalyst is CC(=O)CC.O. The product is [F:1][C:2]1[C:7]([NH:8][CH2:9][C:10]2[CH:15]=[C:14]([CH3:16])[CH:13]=[C:12]([C:17]3[CH:22]=[CH:21][CH:20]=[C:19]([F:23])[CH:18]=3)[C:11]=2[F:24])=[C:6]([F:25])[CH:5]=[CH:4][C:3]=1[O:26][CH2:34][C:35]([O:37][CH2:38][CH3:39])=[O:36]. The yield is 0.810.